The task is: Predict the reaction yield, written as a fraction of the theoretical maximum amount of product (1.0 means a 100% yield; for example, 0.34 means a 34% yield).. This data is from Reaction yield outcomes from USPTO patents with 853,638 reactions. (1) The reactants are C(=O)([O-])[O-].[Cs+].[Cs+].Cl[CH2:8][C:9]1[S:10][C:11]([CH:14]2[CH2:16][CH2:15]2)=[N:12][N:13]=1.[C:17]([O:21][C:22]([NH:24][CH2:25][CH2:26][CH2:27][CH2:28][C:29]([C:40]1[N:41]=[CH:42][NH:43][CH:44]=1)([C:35]([O:37][CH2:38][CH3:39])=[O:36])[C:30]([O:32][CH2:33][CH3:34])=[O:31])=[O:23])([CH3:20])([CH3:19])[CH3:18]. The catalyst is CN(C=O)C. The product is [C:17]([O:21][C:22]([NH:24][CH2:25][CH2:26][CH2:27][CH2:28][C:29]([C:40]1[N:41]=[CH:42][N:43]([CH2:8][C:9]2[S:10][C:11]([CH:14]3[CH2:16][CH2:15]3)=[N:12][N:13]=2)[CH:44]=1)([C:35]([O:37][CH2:38][CH3:39])=[O:36])[C:30]([O:32][CH2:33][CH3:34])=[O:31])=[O:23])([CH3:19])([CH3:20])[CH3:18]. The yield is 0.180. (2) The catalyst is C(O)(C(F)(F)F)=O. The reactants are [CH3:1][O:2][C:3]([C:5]1[C:6]([CH2:10][CH2:11][CH2:12][C:13]([OH:15])=O)=[CH:7][NH:8][CH:9]=1)=[O:4].C(OC(C(F)(F)F)=O)(C(F)(F)F)=O. The yield is 0.640. The product is [O:15]=[C:13]1[C:7]2[NH:8][CH:9]=[C:5]([C:3]([O:2][CH3:1])=[O:4])[C:6]=2[CH2:10][CH2:11][CH2:12]1. (3) The reactants are [Br:1][C:2]1[C:3]([F:12])=[C:4]2[C:10]([NH2:11])=[CH:9][NH:8][C:5]2=[N:6][CH:7]=1.[Cl:13][C:14]1[CH:15]=[CH:16][C:17]([C:20](O)=[O:21])=[N:18][CH:19]=1.C1N(P(Cl)(N2C(=O)OCC2)=O)C(=O)OC1.[Li+].[OH-]. The catalyst is C(Cl)Cl.O. The product is [Br:1][C:2]1[C:3]([F:12])=[C:4]2[C:10]([NH:11][C:20](=[O:21])[C:17]3[CH:16]=[CH:15][C:14]([Cl:13])=[CH:19][N:18]=3)=[CH:9][NH:8][C:5]2=[N:6][CH:7]=1. The yield is 0.730. (4) The reactants are C(OC(=O)[N:7]([C:14]1[S:18][C:17]([Cl:19])=[N:16][C:15]=1[Cl:20])[C:8](=[O:13])[CH2:9][CH2:10][S:11][CH3:12])(C)(C)C.FC(F)(F)C(O)=O. The catalyst is C(Cl)Cl. The product is [Cl:19][C:17]1[S:18][C:14]([NH:7][C:8](=[O:13])[CH2:9][CH2:10][S:11][CH3:12])=[C:15]([Cl:20])[N:16]=1. The yield is 0.760. (5) The reactants are [CH3:1][C:2]1[N:6]=[C:5]([CH3:7])[N:4]([C:8]2[CH:14]=[CH:13][C:11]([NH2:12])=[CH:10][C:9]=2[F:15])[N:3]=1.[C:16](N1C=CC=CC1=O)([N:18]1C=CC=CC1=O)=[S:17].N. The catalyst is ClCCl. The product is [CH3:1][C:2]1[N:6]=[C:5]([CH3:7])[N:4]([C:8]2[CH:14]=[CH:13][C:11]([NH:12][C:16]([NH2:18])=[S:17])=[CH:10][C:9]=2[F:15])[N:3]=1. The yield is 0.500.